From a dataset of Catalyst prediction with 721,799 reactions and 888 catalyst types from USPTO. Predict which catalyst facilitates the given reaction. (1) Reactant: [N:1]1[CH:6]=[CH:5][CH:4]=[CH:3][C:2]=1[NH:7][C:8](=[O:14])[O:9][C:10]([CH3:13])([CH3:12])[CH3:11].[Li][CH2:16][CH2:17]CC.ICC. Product: [CH2:16]([C:3]1[C:2]([NH:7][C:8](=[O:14])[O:9][C:10]([CH3:11])([CH3:13])[CH3:12])=[N:1][CH:6]=[CH:5][CH:4]=1)[CH3:17]. The catalyst class is: 7. (2) Reactant: C(NC(C)C)(C)C.C([Li])CCC.[C:13]([OH:18])(=[O:17])[CH:14]([CH3:16])[CH3:15].CN(C)P(N(C)C)(N(C)C)=O.[CH3:30][O:31][C:32]1[CH:39]=[CH:38][C:35]([CH2:36]Cl)=[CH:34][CH:33]=1.Cl. Product: [CH3:15][C:14]([CH3:16])([CH2:36][C:35]1[CH:38]=[CH:39][C:32]([O:31][CH3:30])=[CH:33][CH:34]=1)[C:13]([OH:18])=[O:17]. The catalyst class is: 188. (3) The catalyst class is: 2. Product: [C:24]([C:12]1[C:13]([O:17][CH:18]2[CH2:19][CH2:20][N:21]([C:27]([O:28][CH:29]([CH3:31])[CH3:30])=[O:32])[CH2:22][CH2:23]2)=[CH:14][C:15](=[O:16])[N:10]([C:7]2[CH:8]=[CH:9][C:4]([C:2]#[N:3])=[C:5]([F:26])[CH:6]=2)[N:11]=1)#[N:25]. Reactant: Cl.[C:2]([C:4]1[CH:9]=[CH:8][C:7]([N:10]2[C:15](=[O:16])[CH:14]=[C:13]([O:17][CH:18]3[CH2:23][CH2:22][NH:21][CH2:20][CH2:19]3)[C:12]([C:24]#[N:25])=[N:11]2)=[CH:6][C:5]=1[F:26])#[N:3].[C:27](Cl)(=[O:32])[O:28][CH:29]([CH3:31])[CH3:30]. (4) The catalyst class is: 20. Product: [CH3:1][N:2]1[C:10]2[C:5](=[CH:6][C:7]([O:11][CH2:12][CH2:13][CH2:14][O:15][C:16]3[CH:17]=[C:18]4[C:22](=[CH:23][CH:24]=3)[C@H:21]([CH2:25][C:26]([OH:28])=[O:27])[CH2:20][CH2:19]4)=[CH:8][CH:9]=2)[CH:4]=[CH:3]1. Reactant: [CH3:1][N:2]1[C:10]2[C:5](=[CH:6][C:7]([O:11][CH2:12][CH2:13][CH2:14][O:15][C:16]3[CH:17]=[C:18]4[C:22](=[CH:23][CH:24]=3)[C@H:21]([CH2:25][C:26]([O:28]CC)=[O:27])[CH2:20][CH2:19]4)=[CH:8][CH:9]=2)[CH:4]=[CH:3]1.O[Li].O. (5) Reactant: [NH2:1][C@@H:2]([CH2:7][CH3:8])[C:3]([O:5][CH3:6])=[O:4].C([O-])(=O)C.[Na+].[C:14]1(=O)[CH2:18][CH2:17][CH2:16][CH2:15]1.C(O[BH-](OC(=O)C)OC(=O)C)(=O)C.[Na+].C(=O)([O-])[O-].[Na+].[Na+]. Product: [CH:14]1([NH:1][C@@H:2]([CH2:7][CH3:8])[C:3]([O:5][CH3:6])=[O:4])[CH2:18][CH2:17][CH2:16][CH2:15]1. The catalyst class is: 46. (6) Reactant: Cl[C:2]1[C:7]([N+:8]([O-:10])=[O:9])=[CH:6][CH:5]=[CH:4][N:3]=1.[N:11]([CH2:14][CH2:15][NH2:16])([CH3:13])[CH3:12]. Product: [CH3:12][N:11]([CH3:13])[CH2:14][CH2:15][NH:16][C:2]1[C:7]([N+:8]([O-:10])=[O:9])=[CH:6][CH:5]=[CH:4][N:3]=1. The catalyst class is: 8.